This data is from Catalyst prediction with 721,799 reactions and 888 catalyst types from USPTO. The task is: Predict which catalyst facilitates the given reaction. Reactant: [C:1]([O:5][C:6]([N:8]1[CH2:15][C@H:14]([OH:16])[CH2:13][C@@H:9]1[C:10]([OH:12])=O)=[O:7])([CH3:4])([CH3:3])[CH3:2].Cl.[CH:18]12[CH2:27][CH:22]3[CH2:23][CH:24]([CH2:26][CH:20]([CH2:21]3)[CH:19]1[NH2:28])[CH2:25]2.CN(C(ON1N=NC2C=CC=NC1=2)=[N+](C)C)C.F[P-](F)(F)(F)(F)F.C(N(CC)CC)C. Product: [C:1]([O:5][C:6]([N:8]1[CH2:15][C@H:14]([OH:16])[CH2:13][C@@H:9]1[C:10]([NH:28][CH:19]1[CH:18]2[CH2:27][CH:22]3[CH2:23][CH:24]([CH2:26][CH:20]1[CH2:21]3)[CH2:25]2)=[O:12])=[O:7])([CH3:2])([CH3:3])[CH3:4]. The catalyst class is: 3.